Dataset: Full USPTO retrosynthesis dataset with 1.9M reactions from patents (1976-2016). Task: Predict the reactants needed to synthesize the given product. (1) The reactants are: [Cl:1][C:2]1[C:3]2[N:4]([C:15](=[O:18])[NH:16][N:17]=2)[N:5]=[CH:6][C:7]=1[C:8]1[CH:13]=[CH:12][C:11]([Cl:14])=[CH:10][CH:9]=1.C([O-])([O-])=O.[K+].[K+].Cl[CH2:26][C:27]1[CH:32]=[N:31][CH:30]=[CH:29][N:28]=1. Given the product [Cl:1][C:2]1[C:3]2[N:4]([C:15](=[O:18])[N:16]([CH2:26][C:27]3[CH:32]=[N:31][CH:30]=[CH:29][N:28]=3)[N:17]=2)[N:5]=[CH:6][C:7]=1[C:8]1[CH:13]=[CH:12][C:11]([Cl:14])=[CH:10][CH:9]=1, predict the reactants needed to synthesize it. (2) Given the product [C:1]([O:5][C:6](=[O:30])[NH:7][C:8]1[C@:9]([CH3:29])([C:25]([F:28])([F:27])[F:26])[O:10][CH2:11][C@:12]([C:15]2[CH:20]=[C:19]([NH2:21])[CH:18]=[CH:17][C:16]=2[F:24])([CH3:14])[N:13]=1)([CH3:2])([CH3:3])[CH3:4], predict the reactants needed to synthesize it. The reactants are: [C:1]([O:5][C:6](=[O:30])[NH:7][C:8]1[C@:9]([CH3:29])([C:25]([F:28])([F:27])[F:26])[O:10][CH2:11][C@:12]([C:15]2[CH:20]=[C:19]([N+:21]([O-])=O)[CH:18]=[CH:17][C:16]=2[F:24])([CH3:14])[N:13]=1)([CH3:4])([CH3:3])[CH3:2]. (3) The reactants are: [CH3:1][C:2]1([N:7]2[CH2:12][CH2:11][CH:10]([C:13]3[CH:18]=[CH:17][CH:16]=[CH:15][CH:14]=3)[CH2:9][CH2:8]2)[CH2:6][CH2:5][NH:4][CH2:3]1.C(OC([NH:26][CH2:27][C:28](O)=[O:29])=O)(C)(C)C. Given the product [NH2:26][CH2:27][C:28]([N:4]1[CH2:5][CH2:6][C:2]([CH3:1])([N:7]2[CH2:12][CH2:11][CH:10]([C:13]3[CH:18]=[CH:17][CH:16]=[CH:15][CH:14]=3)[CH2:9][CH2:8]2)[CH2:3]1)=[O:29], predict the reactants needed to synthesize it. (4) Given the product [Cl:8][C:6]1[CH:5]=[CH:4][C:3]([OH:9])=[C:2]([NH:1][C:16]([NH2:17])=[O:15])[CH:7]=1, predict the reactants needed to synthesize it. The reactants are: [NH2:1][C:2]1[CH:7]=[C:6]([Cl:8])[CH:5]=[CH:4][C:3]=1[OH:9].C([O-])(=O)C.[NH4+].[O-:15][C:16]#[N:17].[K+]. (5) Given the product [NH2:9][CH:8]1[CH2:7][CH2:6][CH2:5][N:4]([C:34]([O:33][CH2:32][C:29]2[CH:30]=[CH:31][CH:26]=[CH:27][CH:28]=2)=[O:35])[CH:3]1[CH2:2][OH:1], predict the reactants needed to synthesize it. The reactants are: [OH:1][CH2:2][CH:3]1[CH:8]([NH:9]C(=O)OC(C)(C)C)[CH2:7][CH2:6][CH2:5][NH:4]1.CCN(C(C)C)C(C)C.[CH:26]1[CH:31]=[CH:30][C:29]([CH2:32][O:33][C:34](Cl)=[O:35])=[CH:28][CH:27]=1. (6) Given the product [Br-:11].[CH3:1][C:2]1[N+:3]([CH2:12][C:13](=[O:14])[C:15]2[CH:20]=[CH:19][CH:18]=[CH:17][CH:16]=2)=[C:4]([CH:8]([OH:10])[CH3:9])[S:5][C:6]=1[CH3:7], predict the reactants needed to synthesize it. The reactants are: [CH3:1][C:2]1[N:3]=[C:4]([CH:8]([OH:10])[CH3:9])[S:5][C:6]=1[CH3:7].[Br:11][CH2:12][C:13]([C:15]1[CH:20]=[CH:19][CH:18]=[CH:17][CH:16]=1)=[O:14]. (7) Given the product [Br:17][C:11]1[CH:12]=[CH:13][C:8]([NH:7][CH2:6][C:5]2[CH:15]=[CH:16][C:2]([Cl:1])=[CH:3][CH:4]=2)=[N:9][C:10]=1[F:14], predict the reactants needed to synthesize it. The reactants are: [Cl:1][C:2]1[CH:16]=[CH:15][C:5]([CH2:6][NH:7][C:8]2[CH:13]=[CH:12][CH:11]=[C:10]([F:14])[N:9]=2)=[CH:4][CH:3]=1.[Br:17]N1C(=O)CCC1=O.S([O-])([O-])(=O)=S.[Na+].[Na+]. (8) Given the product [NH2:32][CH2:31][CH:26]1[CH2:27][CH2:28][CH2:29][CH2:30][N:25]1[C:22]([C:21]1[CH:20]=[CH:19][C:4]([C:5]([NH:7][CH2:8][C:9]2[NH:13][C:12]3[CH:14]=[CH:15][C:16]([Cl:18])=[CH:17][C:11]=3[N:10]=2)=[O:6])=[CH:3][C:2]=1[Cl:1])=[O:24], predict the reactants needed to synthesize it. The reactants are: [Cl:1][C:2]1[CH:3]=[C:4]([CH:19]=[CH:20][C:21]=1[C:22]([OH:24])=O)[C:5]([NH:7][CH2:8][C:9]1[NH:13][C:12]2[CH:14]=[CH:15][C:16]([Cl:18])=[CH:17][C:11]=2[N:10]=1)=[O:6].[NH:25]1[CH2:30][CH2:29][CH2:28][CH2:27][CH:26]1[CH2:31][NH:32]C(=O)OC(C)(C)C.CN(C(ON1N=NC2C=CC=CC1=2)=[N+](C)C)C.[B-](F)(F)(F)F.FC(F)(F)C(O)=O. (9) Given the product [C:1]1([C:7]2([CH2:17][CH2:18][CH2:19][C:20]([OH:22])=[O:21])[CH2:16][CH2:15][CH2:14][CH2:13][C:8]32[O:12][CH2:11][CH2:10][O:9]3)[CH:2]=[CH:3][CH:4]=[CH:5][CH:6]=1, predict the reactants needed to synthesize it. The reactants are: [C:1]1([C:7]2([CH2:17][CH2:18][CH2:19][C:20]([O:22]C)=[O:21])[CH2:16][CH2:15][CH2:14][CH2:13][C:8]32[O:12][CH2:11][CH2:10][O:9]3)[CH:6]=[CH:5][CH:4]=[CH:3][CH:2]=1.[OH-].[Na+].Cl.